From a dataset of NCI-60 drug combinations with 297,098 pairs across 59 cell lines. Regression. Given two drug SMILES strings and cell line genomic features, predict the synergy score measuring deviation from expected non-interaction effect. (1) Drug 1: C(CC(=O)O)C(=O)CN.Cl. Drug 2: C(CN)CNCCSP(=O)(O)O. Cell line: KM12. Synergy scores: CSS=0.875, Synergy_ZIP=-2.45, Synergy_Bliss=-0.809, Synergy_Loewe=-12.5, Synergy_HSA=-4.52. (2) Drug 1: CC(C)(C#N)C1=CC(=CC(=C1)CN2C=NC=N2)C(C)(C)C#N. Drug 2: CC(C)NC(=O)C1=CC=C(C=C1)CNNC.Cl. Cell line: ACHN. Synergy scores: CSS=-4.18, Synergy_ZIP=2.08, Synergy_Bliss=-0.954, Synergy_Loewe=-3.52, Synergy_HSA=-4.50. (3) Drug 1: CCC(=C(C1=CC=CC=C1)C2=CC=C(C=C2)OCCN(C)C)C3=CC=CC=C3.C(C(=O)O)C(CC(=O)O)(C(=O)O)O. Drug 2: CC1C(C(CC(O1)OC2CC(OC(C2O)C)OC3=CC4=CC5=C(C(=O)C(C(C5)C(C(=O)C(C(C)O)O)OC)OC6CC(C(C(O6)C)O)OC7CC(C(C(O7)C)O)OC8CC(C(C(O8)C)O)(C)O)C(=C4C(=C3C)O)O)O)O. Cell line: HOP-62. Synergy scores: CSS=39.0, Synergy_ZIP=19.6, Synergy_Bliss=10.5, Synergy_Loewe=-34.3, Synergy_HSA=6.53.